The task is: Predict the reactants needed to synthesize the given product.. This data is from Full USPTO retrosynthesis dataset with 1.9M reactions from patents (1976-2016). (1) Given the product [Cl:1][C:2](=[O:7])[CH2:3][C:4]([NH:8][CH:9]1[CH2:13][CH2:12][N:11]([C:14]([O:16][C:17]([CH3:20])([CH3:19])[CH3:18])=[O:15])[CH2:10]1)=[O:6], predict the reactants needed to synthesize it. The reactants are: [Cl:1][C:2](=[O:7])[CH2:3][C:4]([O-:6])=O.[NH2:8][CH:9]1[CH2:13][CH2:12][N:11]([C:14]([O:16][C:17]([CH3:20])([CH3:19])[CH3:18])=[O:15])[CH2:10]1.CCN(C(C)C)C(C)C.[Li+].[OH-]. (2) Given the product [Br:1][C:2]1[CH:3]=[C:4]2[C:9](=[N:10][CH:11]=1)[N:8]([C@H:12]1[CH2:17][CH2:16][CH2:15][NH:14][CH2:13]1)[CH:7]=[C:6]([C:25]([O:27][CH2:28][CH3:29])=[O:26])[C:5]2=[O:30], predict the reactants needed to synthesize it. The reactants are: [Br:1][C:2]1[CH:3]=[C:4]2[C:9](=[N:10][CH:11]=1)[N:8]([C@H:12]1[CH2:17][CH2:16][CH2:15][N:14](C(OC(C)(C)C)=O)[CH2:13]1)[CH:7]=[C:6]([C:25]([O:27][CH2:28][CH3:29])=[O:26])[C:5]2=[O:30].Cl.O1CCOCC1. (3) Given the product [F:24][CH:23]([F:25])[N:22]1[N:21]=[CH:20][C:19]2[NH:26][C:27](=[O:32])[C@H:28]([CH3:29])[CH:31]=[CH:10][CH2:9][C@H:8]([NH:7][C:6](=[O:33])[O:5][C:1]([CH3:4])([CH3:3])[CH3:2])[C:12]3[CH:13]=[C:14]([N:15]=[CH:16][CH:17]=3)[C:18]1=2, predict the reactants needed to synthesize it. The reactants are: [C:1]([O:5][C:6](=[O:33])[NH:7][C@H:8]([C:12]1[CH:17]=[CH:16][N:15]=[C:14]([C:18]2[N:22]([CH:23]([F:25])[F:24])[N:21]=[CH:20][C:19]=2[NH:26][C:27](=[O:32])[C@H:28]([CH3:31])[CH:29]=C)[CH:13]=1)[CH2:9][CH:10]=C)([CH3:4])([CH3:3])[CH3:2]. (4) Given the product [OH:13][CH2:12][CH:6]=[CH:5][CH2:4][CH2:3][CH2:2][C:1]([OH:8])=[O:7], predict the reactants needed to synthesize it. The reactants are: [C:1]([OH:8])(=[O:7])[CH2:2][CH2:3][CH2:4][CH:5]=[CH2:6].C(O)/C=C\[CH2:12][OH:13]. (5) The reactants are: [CH3:1][C:2]1[O:6][N:5]=[C:4]([C:7]2[CH:12]=[CH:11][CH:10]=[CH:9][CH:8]=2)[C:3]=1[CH2:13][O:14][C:15]1[CH:24]=[CH:23][C:18]([C:19]([NH:21][NH2:22])=O)=[CH:17][N:16]=1.Cl.[C:26](N)(=[NH:28])[CH3:27]. Given the product [CH3:1][C:2]1[O:6][N:5]=[C:4]([C:7]2[CH:12]=[CH:11][CH:10]=[CH:9][CH:8]=2)[C:3]=1[CH2:13][O:14][C:15]1[CH:24]=[CH:23][C:18]([C:19]2[NH:28][C:26]([CH3:27])=[N:22][N:21]=2)=[CH:17][N:16]=1, predict the reactants needed to synthesize it. (6) Given the product [ClH:1].[Cl:1][C:2]1[CH:7]=[CH:6][CH:5]=[CH:4][C:3]=1[C:8]1[CH:26]=[C:25]([C:27]([F:30])([F:28])[F:29])[C:11]2[NH:12][C:13]([C:15]3[CH2:19][C:18]4([CH2:20][CH2:21][CH2:22][CH2:23][CH2:24]4)[O:17][N:16]=3)=[N:14][C:10]=2[CH:9]=1, predict the reactants needed to synthesize it. The reactants are: [Cl:1][C:2]1[CH:7]=[CH:6][CH:5]=[CH:4][C:3]=1[C:8]1[CH:26]=[C:25]([C:27]([F:30])([F:29])[F:28])[C:11]2[NH:12][C:13]([C:15]3[CH2:19][C:18]4([CH2:24][CH2:23][CH2:22][CH2:21][CH2:20]4)[O:17][N:16]=3)=[N:14][C:10]=2[CH:9]=1.Cl. (7) Given the product [CH3:14][O:15][C:16]1[CH:23]=[CH:22][C:19]([CH2:20][N:1]2[C:9]3[C:4](=[CH:5][CH:6]=[CH:7][CH:8]=3)[C:3]([C:10]([O:12][CH3:13])=[O:11])=[N:2]2)=[CH:18][CH:17]=1, predict the reactants needed to synthesize it. The reactants are: [NH:1]1[C:9]2[C:4](=[CH:5][CH:6]=[CH:7][CH:8]=2)[C:3]([C:10]([O:12][CH3:13])=[O:11])=[N:2]1.[CH3:14][O:15][C:16]1[CH:23]=[CH:22][C:19]([CH2:20]Cl)=[CH:18][CH:17]=1.C(=O)([O-])[O-].[K+].[K+]. (8) Given the product [CH3:17][O:10][C:9](=[O:11])[CH2:8][C:5]1[CH:4]=[CH:3][C:2]([NH2:1])=[CH:7][CH:6]=1, predict the reactants needed to synthesize it. The reactants are: [NH2:1][C:2]1[CH:7]=[CH:6][C:5]([CH2:8][C:9]([OH:11])=[O:10])=[CH:4][CH:3]=1.S(=O)(=O)(O)O.[CH3:17]O. (9) Given the product [CH:1]1([N:6]2[CH2:12][C:11]([F:14])([F:13])[C:10](=[O:15])[N:9]([CH2:16][CH3:17])[C:8]3[CH:18]=[N:19][C:20]([NH:22][C:23]4[CH:31]=[CH:30][C:26]([C:27]([NH:67][CH:68]5[CH2:73][CH2:72][O:71][CH2:70][CH2:69]5)=[O:28])=[CH:25][C:24]=4[O:32][CH3:33])=[N:21][C:7]2=3)[CH2:5][CH2:4][CH2:3][CH2:2]1, predict the reactants needed to synthesize it. The reactants are: [CH:1]1([N:6]2[CH2:12][C:11]([F:14])([F:13])[C:10](=[O:15])[N:9]([CH2:16][CH3:17])[C:8]3[CH:18]=[N:19][C:20]([NH:22][C:23]4[CH:31]=[CH:30][C:26]([C:27](O)=[O:28])=[CH:25][C:24]=4[O:32][CH3:33])=[N:21][C:7]2=3)[CH2:5][CH2:4][CH2:3][CH2:2]1.F[P-](F)(F)(F)(F)F.CN(C(N(C)C)=[N+]1C2C(=NC=CC=2)[N+]([O-])=N1)C.C(N(C(C)C)CC)(C)C.[NH2:67][CH:68]1[CH2:73][CH2:72][O:71][CH2:70][CH2:69]1.